From a dataset of Full USPTO retrosynthesis dataset with 1.9M reactions from patents (1976-2016). Predict the reactants needed to synthesize the given product. (1) Given the product [CH:21]1([O:1][CH:2]2[CH2:3][CH2:4][N:5]([C:8]([O:10][C:11]([CH3:14])([CH3:13])[CH3:12])=[O:9])[CH2:6][CH2:7]2)[CH2:20][CH2:19][CH2:18][CH:17]=[CH:16]1, predict the reactants needed to synthesize it. The reactants are: [OH:1][CH:2]1[CH2:7][CH2:6][N:5]([C:8]([O:10][C:11]([CH3:14])([CH3:13])[CH3:12])=[O:9])[CH2:4][CH2:3]1.Br[CH:16]1[CH2:21][CH2:20][CH2:19][CH:18]=[CH:17]1. (2) The reactants are: [C:1]([C:5]1[O:9][N:8]=[C:7]([C:10]2[CH:15]=[C:14](Cl)[C:13]([CH:17]3[CH2:19][CH2:18]3)=[CH:12][N:11]=2)[N:6]=1)([CH3:4])([CH3:3])[CH3:2].[OH:20][CH2:21][CH2:22][N:23]1[CH2:28][CH2:27][O:26][CH2:25][CH2:24]1. Given the product [C:1]([C:5]1[O:9][N:8]=[C:7]([C:10]2[CH:15]=[C:14]([O:20][CH2:21][CH2:22][N:23]3[CH2:28][CH2:27][O:26][CH2:25][CH2:24]3)[C:13]([CH:17]3[CH2:19][CH2:18]3)=[CH:12][N:11]=2)[N:6]=1)([CH3:4])([CH3:3])[CH3:2], predict the reactants needed to synthesize it. (3) Given the product [C:46]([O:45][C:43](=[O:44])[NH:36][C:37]([CH3:38])([CH3:39])[C:40]([N:7]1[CH2:10][CH:9]([C:11]2[CH:32]=[CH:31][C:14]3[C:15]4[N:16]=[C:17]([C:23]5[N:24]([CH:28]([CH3:30])[CH3:29])[N:25]=[CH:26][N:27]=5)[S:18][C:19]=4[CH2:20][CH2:21][O:22][C:13]=3[CH:12]=2)[CH2:8]1)=[O:42])([CH3:49])([CH3:48])[CH3:47], predict the reactants needed to synthesize it. The reactants are: OC(C)(C)CNC(=O)C[N:7]1[CH2:10][CH:9]([C:11]2[CH:32]=[CH:31][C:14]3[C:15]4[N:16]=[C:17]([C:23]5[N:24]([CH:28]([CH3:30])[CH3:29])[N:25]=[CH:26][N:27]=5)[S:18][C:19]=4[CH2:20][CH2:21][O:22][C:13]=3[CH:12]=2)[CH2:8]1.[NH:36]([C:43]([O:45][C:46]([CH3:49])([CH3:48])[CH3:47])=[O:44])[C:37]([C:40]([OH:42])=O)([CH3:39])[CH3:38]. (4) The reactants are: [N+:1]([C:4]1[CH:9]=[CH:8][CH:7]=[CH:6][C:5]=1[C:10]1[N:11]=[C:12]2[N:16]([CH:17]=1)[C:15]([CH2:18]O)=[CH:14][S:13]2)([O-:3])=[O:2].O=S(Cl)[Cl:22].CN(C=O)C. Given the product [Cl:22][CH2:18][C:15]1[N:16]2[CH:17]=[C:10]([C:5]3[CH:6]=[CH:7][CH:8]=[CH:9][C:4]=3[N+:1]([O-:3])=[O:2])[N:11]=[C:12]2[S:13][CH:14]=1, predict the reactants needed to synthesize it. (5) Given the product [CH3:35][O:36][N:37]([CH3:41])[C:29]([CH:26]1[CH2:27][CH2:28][N:24]([C:7]2[CH:6]=[CH:5][C:4]([C:1]([NH2:2])=[O:3])=[C:9]([O:10][C:11]3[CH:16]=[CH:15][C:14]([O:17][C:18]4[CH:19]=[CH:20][CH:21]=[CH:22][CH:23]=4)=[CH:13][CH:12]=3)[N:8]=2)[CH2:25]1)=[O:30], predict the reactants needed to synthesize it. The reactants are: [C:1]([C:4]1[CH:5]=[CH:6][C:7]([N:24]2[CH2:28][CH2:27][CH:26]([C:29](O)=[O:30])[CH2:25]2)=[N:8][C:9]=1[O:10][C:11]1[CH:16]=[CH:15][C:14]([O:17][C:18]2[CH:23]=[CH:22][CH:21]=[CH:20][CH:19]=2)=[CH:13][CH:12]=1)(=[O:3])[NH2:2].CN([C:35](=[N+](C)C)[O:36][N:37]1[C:41]2=NC=CC=C2N=N1)C.CCN1C2C(S/C/1=C\C#C/C(/C)=C\C1SC3C(=CC=CC=3)[N+]=1CC)=CC=CC=2.F[P-](F)(F)(F)(F)F.C(N(C(C)C)C(C)C)C.Cl.CONC. (6) The reactants are: C[O:2][C:3](=O)[CH2:4][N:5]([C:7]1[CH:12]=[CH:11][C:10]([Br:13])=[C:9]([C:14]([F:17])([F:16])[F:15])[CH:8]=1)[CH3:6].[H-].[Al+3].[Li+].[H-].[H-].[H-].Cl. Given the product [Br:13][C:10]1[CH:11]=[CH:12][C:7]([N:5]([CH3:6])[CH2:4][CH2:3][OH:2])=[CH:8][C:9]=1[C:14]([F:15])([F:16])[F:17], predict the reactants needed to synthesize it. (7) Given the product [ClH:13].[Cl:13][C:14]1[CH:33]=[CH:32][C:17]([NH:18][C:19]2[C:28]3[C:23](=[CH:24][C:25]([O:31][CH2:55][CH2:56][N:57]4[CH2:62][CH2:61][O:60][CH2:59][C:58]4=[O:63])=[C:26]([O:29][CH3:30])[CH:27]=3)[N:22]=[CH:21][N:20]=2)=[C:16]([F:34])[CH:15]=1, predict the reactants needed to synthesize it. The reactants are: N(C(OCC)=O)=NC(OCC)=O.[Cl:13][C:14]1[CH:33]=[CH:32][C:17]([NH:18][C:19]2[C:28]3[C:23](=[CH:24][C:25]([OH:31])=[C:26]([O:29][CH3:30])[CH:27]=3)[N:22]=[CH:21][N:20]=2)=[C:16]([F:34])[CH:15]=1.C1(P(C2C=CC=CC=2)C2C=CC=CC=2)C=CC=CC=1.O[CH2:55][CH2:56][N:57]1[CH2:62][CH2:61][O:60][CH2:59][C:58]1=[O:63].